Dataset: Catalyst prediction with 721,799 reactions and 888 catalyst types from USPTO. Task: Predict which catalyst facilitates the given reaction. (1) Reactant: [CH3:1][C:2]([C:6]1[CH:7]=[C:8]([CH:13]=[CH:14][C:15]=1OS(C(F)(F)F)(=O)=O)[C:9]([O:11][CH3:12])=[O:10])([CH:4]=[CH2:5])[CH3:3].[F:24][C:25]1[C:26](B(O)O)=[CH:27][C:28]([O:31][CH3:32])=[N:29][CH:30]=1.P([O-])([O-])([O-])=O.[K+].[K+].[K+].COC1C=CC=C(OC)C=1C1C=CC=CC=1P(C1CCCCC1)C1CCCCC1. Product: [F:24][C:25]1[C:26]([C:15]2[CH:14]=[CH:13][C:8]([C:9]([O:11][CH3:12])=[O:10])=[CH:7][C:6]=2[C:2]([CH3:1])([CH:4]=[CH2:5])[CH3:3])=[CH:27][C:28]([O:31][CH3:32])=[N:29][CH:30]=1. The catalyst class is: 274. (2) Product: [CH2:22]([C@H:10]1[CH2:9][NH:8][CH2:12][C@@H:11]1[CH2:13][N:14]([CH2:30][C:31]1[NH:36][C:35](=[O:37])[NH:34][C:33](=[O:38])[CH:32]=1)[C:15]1[CH:16]=[CH:17][C:18]([Cl:21])=[CH:19][CH:20]=1)[C:23]1[CH:24]=[CH:25][CH:26]=[CH:27][CH:28]=1. The catalyst class is: 6. Reactant: C(OC([N:8]1[CH2:12][C@H:11]([CH2:13][NH:14][C:15]2[CH:20]=[CH:19][C:18]([Cl:21])=[CH:17][CH:16]=2)[C@@H:10]([CH2:22][C:23]2[CH:28]=[CH:27][CH:26]=[CH:25][CH:24]=2)[CH2:9]1)=O)(C)(C)C.Cl[CH2:30][C:31]1[NH:36][C:35](=[O:37])[NH:34][C:33](=[O:38])[CH:32]=1.CC#N.O.CC#N. (3) Reactant: [Cl-].C(OC([P+:11]([C:24]1[CH:29]=[CH:28][CH:27]=[CH:26][CH:25]=1)([C:18]1[CH:23]=[CH:22][CH:21]=[CH:20][CH:19]=1)[C:12]1[CH:17]=[CH:16][CH:15]=[CH:14][CH:13]=1)C(OCC)=O)C.C([O:37]C1C=CC(C=O)=CC=1)C1C=CC=CC=1.CN(C)C(=N)N(C)C. Product: [CH:27]1[CH:28]=[CH:29][C:24]([P:11]([C:18]2[CH:19]=[CH:20][CH:21]=[CH:22][CH:23]=2)([C:12]2[CH:17]=[CH:16][CH:15]=[CH:14][CH:13]=2)=[O:37])=[CH:25][CH:26]=1. The catalyst class is: 2. (4) Reactant: [CH2:1]([NH:8][CH2:9][C:10]1[N:11]=[C:12]([C:19]2[CH:24]=[CH:23][C:22]([O:25][CH2:26][CH2:27][CH2:28]Cl)=[CH:21][CH:20]=2)[O:13][C:14]=1[C:15]([O:17][CH3:18])=[O:16])[C:2]1[CH:7]=[CH:6][CH:5]=[CH:4][CH:3]=1.[CH3:30][CH:31]1[CH2:35][CH2:34][CH2:33][NH:32]1.C(=O)([O-])[O-].[K+].[K+].C(OCC)(=O)C. Product: [CH2:1]([NH:8][CH2:9][C:10]1[N:11]=[C:12]([C:19]2[CH:24]=[CH:23][C:22]([O:25][CH2:26][CH2:27][CH2:28][N:32]3[CH2:33][CH2:34][CH2:35][CH:31]3[CH3:30])=[CH:21][CH:20]=2)[O:13][C:14]=1[C:15]([O:17][CH3:18])=[O:16])[C:2]1[CH:7]=[CH:6][CH:5]=[CH:4][CH:3]=1. The catalyst class is: 10. (5) Reactant: [CH3:1][S:2]([C:5]1[CH:10]=[CH:9][C:8]([N:11]=[CH:12][C:13]2[CH:18]=[CH:17][CH:16]=[C:15]([N+:19]([O-:21])=[O:20])[CH:14]=2)=[CH:7][CH:6]=1)(=[O:4])=[O:3].O.[O-]S(C(F)(F)F)(=O)=O.[Yb+3].[O-]S(C(F)(F)F)(=O)=O.[O-]S(C(F)(F)F)(=O)=O.[CH:48](=[O:52])[CH:49]([CH3:51])[CH3:50].O. Product: [CH3:1][S:2]([C:5]1[CH:10]=[C:9]2[C:8](=[CH:7][CH:6]=1)[NH:11][CH:12]([C:13]1[CH:18]=[CH:17][CH:16]=[C:15]([N+:19]([O-:21])=[O:20])[CH:14]=1)[C:49]([CH3:51])([CH3:50])[CH:48]2[OH:52])(=[O:4])=[O:3]. The catalyst class is: 7. (6) Reactant: Cl[C:2]1[CH:3]=[C:4](Cl)[C:5]2[N:6]([C:8]([C:11]([NH:13][C:14]3[CH:19]=[CH:18][N:17]=[CH:16][C:15]=3[F:20])=[O:12])=[CH:9][N:10]=2)[N:7]=1.[N:22]1[CH:27]=[CH:26][CH:25]=[CH:24][C:23]=1[NH2:28].CC(C)([O-])C.[K+].[C@H:35]1([NH2:42])[CH2:40][CH2:39][C@H:38]([NH2:41])[CH2:37][CH2:36]1. Product: [NH2:41][C@H:38]1[CH2:39][CH2:40][C@H:35]([NH:42][C:2]2[CH:3]=[C:4]([NH:28][C:23]3[CH:24]=[CH:25][CH:26]=[CH:27][N:22]=3)[C:5]3[N:6]([C:8]([C:11]([NH:13][C:14]4[CH:19]=[CH:18][N:17]=[CH:16][C:15]=4[F:20])=[O:12])=[CH:9][N:10]=3)[N:7]=2)[CH2:36][CH2:37]1. The catalyst class is: 36. (7) Reactant: S(Cl)([Cl:3])=O.[Br:5][CH:6]([CH2:11][C:12]([OH:14])=O)[C:7]([O:9][CH3:10])=[O:8]. Product: [Br:5][CH:6]([CH2:11][C:12]([Cl:3])=[O:14])[C:7]([O:9][CH3:10])=[O:8]. The catalyst class is: 120. (8) Reactant: [CH2:1]([O:8][CH:9]1[CH2:18][CH2:17][C:16]2[CH:15]=[C:14]([C@H:19]3[CH2:28][CH2:27][C@@:21]4([NH:25]C(=O)[O:23][CH2:22]4)[CH2:20]3)[CH:13]=[CH:12][C:11]=2[CH2:10]1)[CH2:2][CH2:3][CH2:4][CH2:5][CH2:6][CH3:7].[OH-].[Na+].C(O)(C(F)(F)F)=O. Product: [NH2:25][C@:21]1([CH2:22][OH:23])[CH2:27][CH2:28][C@H:19]([C:14]2[CH:13]=[CH:12][C:11]3[CH2:10][CH:9]([O:8][CH2:1][CH2:2][CH2:3][CH2:4][CH2:5][CH2:6][CH3:7])[CH2:18][CH2:17][C:16]=3[CH:15]=2)[CH2:20]1. The catalyst class is: 12.